From a dataset of Forward reaction prediction with 1.9M reactions from USPTO patents (1976-2016). Predict the product of the given reaction. (1) Given the reactants [CH:1]1[C:10]2[C:5](=[CH:6][C:7]([C:11]3[N:12]=[N:13][NH:14][C:15]=3[CH:16]([CH2:29][C:30]3[CH:35]=[CH:34][CH:33]=[CH:32][CH:31]=3)[CH2:17][N:18]3C(=O)C4C=CC=CC=4C3=O)=[CH:8][CH:9]=2)[CH:4]=[CH:3][N:2]=1.C(C1C=C2C(=CC=1)C=NC=C2)#C.C(O)(C)(C)C.O=C1O[C@H]([C@H](CO)O)C(O)=C1O, predict the reaction product. The product is: [CH:1]1[C:10]2[C:5](=[CH:6][C:7]([C:11]3[N:12]=[N:13][NH:14][C:15]=3[CH:16]([CH2:29][C:30]3[CH:31]=[CH:32][CH:33]=[CH:34][CH:35]=3)[CH2:17][NH2:18])=[CH:8][CH:9]=2)[CH:4]=[CH:3][N:2]=1. (2) Given the reactants [Cl:1]/[C:2](=[N:7]/[C:8]1[C:9]([CH3:26])=[C:10]([CH:23]=[CH:24][CH:25]=1)[O:11][C:12]1[CH:21]=[C:20]([F:22])[CH:19]=[CH:18][C:13]=1[C:14]([O:16][CH3:17])=[O:15])/[C:3]([F:6])([F:5])[F:4].[Br:27]N1C(=O)CCC1=O.C(OOC(=O)C1C=CC=CC=1)(=O)C1C=CC=CC=1, predict the reaction product. The product is: [Br:27][CH2:26][C:9]1[C:8](/[N:7]=[C:2](/[Cl:1])\[C:3]([F:5])([F:4])[F:6])=[CH:25][CH:24]=[CH:23][C:10]=1[O:11][C:12]1[CH:21]=[C:20]([F:22])[CH:19]=[CH:18][C:13]=1[C:14]([O:16][CH3:17])=[O:15]. (3) Given the reactants [Sn](Cl)(Cl)(Cl)Cl.[CH3:6][O:7][C:8]1[CH:12]=[CH:11][S:10][CH:9]=1.[CH3:13][O:14][C:15]1[CH:23]=[CH:22][C:18]([C:19](Cl)=[O:20])=[CH:17][CH:16]=1.Cl, predict the reaction product. The product is: [CH3:13][O:14][C:15]1[CH:23]=[CH:22][C:18]([C:19]([C:9]2[S:10][CH:11]=[CH:12][C:8]=2[O:7][CH3:6])=[O:20])=[CH:17][CH:16]=1. (4) Given the reactants [Br:1][C:2]1[CH:3]=[C:4]2[C:8](=[CH:9][CH:10]=1)[NH:7][CH:6]=[C:5]2[C:11]1[S:12][CH:13]=[CH:14][N:15]=1.[CH2:16]([O:18][C:19](=[O:33])[CH2:20][O:21][C:22]1[CH:27]=[CH:26][C:25]([S:28](Cl)(=[O:30])=[O:29])=[CH:24][C:23]=1[CH3:32])[CH3:17].C(=O)([O-])[O-].[K+].[K+], predict the reaction product. The product is: [CH2:16]([O:18][C:19](=[O:33])[CH2:20][O:21][C:22]1[CH:27]=[CH:26][C:25]([S:28]([N:7]2[C:8]3[C:4](=[CH:3][C:2]([Br:1])=[CH:10][CH:9]=3)[C:5]([C:11]3[S:12][CH:13]=[CH:14][N:15]=3)=[CH:6]2)(=[O:29])=[O:30])=[CH:24][C:23]=1[CH3:32])[CH3:17]. (5) The product is: [BrH:15].[N:11]1[CH:12]=[CH:13][CH:14]=[C:9]([C:5]2[CH:4]=[C:3]([OH:2])[CH:8]=[CH:7][CH:6]=2)[CH:10]=1. Given the reactants C[O:2][C:3]1[CH:4]=[C:5]([C:9]2[CH:10]=[N:11][CH:12]=[CH:13][CH:14]=2)[CH:6]=[CH:7][CH:8]=1.[BrH:15], predict the reaction product. (6) Given the reactants [H-].[Al+3].[Li+].[H-].[H-].[H-].Br[C:8]1[CH:16]=[CH:15][C:14]2[C:10](=[CH:11][N:12]([CH2:17][CH3:18])[N:13]=2)[C:9]=1[C:19](OC)=[O:20].O.O.O.O.O.O.O.O.O.O.S([O-])([O-])(=O)=O.[Na+].[Na+], predict the reaction product. The product is: [CH2:17]([N:12]1[CH:11]=[C:10]2[C:14]([CH:15]=[CH:16][CH:8]=[C:9]2[CH2:19][OH:20])=[N:13]1)[CH3:18]. (7) Given the reactants Br[C:2]1[C:7]2[CH:8]=[C:9]([C:12]([F:15])([F:14])[F:13])[CH:10]=[CH:11][C:6]=2[O:5][C:4]([CH2:18][F:19])([CH2:16][F:17])[CH:3]=1.C([Li])CCC.[C:25](=[S:32])(OCC)[O:26][CH2:27][CH3:28].[Cl-].[NH4+], predict the reaction product. The product is: [F:17][CH2:16][C:4]1([CH2:18][F:19])[CH:3]=[C:2]([C:25](=[S:32])[O:26][CH2:27][CH3:28])[C:7]2[CH:8]=[C:9]([C:12]([F:15])([F:14])[F:13])[CH:10]=[CH:11][C:6]=2[O:5]1.